This data is from Full USPTO retrosynthesis dataset with 1.9M reactions from patents (1976-2016). The task is: Predict the reactants needed to synthesize the given product. (1) Given the product [CH3:13][C:4]1[C:3]([N+:14]([O-:16])=[O:15])=[C:2]([O:22][C:21]2[N:20]([C:24]3[CH:25]=[CH:26][CH:27]=[CH:28][CH:29]=3)[N:19]=[C:18]([CH3:17])[CH:23]=2)[N:6]([C:7]2[CH:12]=[CH:11][CH:10]=[CH:9][CH:8]=2)[N:5]=1, predict the reactants needed to synthesize it. The reactants are: Cl[C:2]1[N:6]([C:7]2[CH:12]=[CH:11][CH:10]=[CH:9][CH:8]=2)[N:5]=[C:4]([CH3:13])[C:3]=1[N+:14]([O-:16])=[O:15].[CH3:17][C:18]1[CH2:23][C:21](=[O:22])[N:20]([C:24]2[CH:25]=[CH:26][CH:27]=[CH:28][CH:29]=2)[N:19]=1.C(=O)([O-])[O-].[K+].[K+]. (2) Given the product [CH2:1]([O:3][C:4]1[C:13]([O:14][CH3:15])=[CH:12][C:11]2[C:10]([C:16]3[CH:17]=[CH:18][C:19]([C:20]([N:56]4[CH2:57][CH2:58][CH:53]([N:39]5[C:40](=[O:52])[C:41]6[S:45][C:44]([C:46]7[CH:47]=[CH:48][CH:49]=[CH:50][CH:51]=7)=[CH:43][C:42]=6[N:37]([CH2:36][C:34]6[O:33][N:32]=[C:31]([CH2:29][CH3:30])[N:35]=6)[C:38]5=[O:59])[CH2:54][CH2:55]4)=[O:21])=[CH:23][CH:24]=3)=[N:9][C@@H:8]3[CH2:25][CH2:26][S:27][CH2:28][C@@H:7]3[C:6]=2[CH:5]=1)[CH3:2], predict the reactants needed to synthesize it. The reactants are: [CH2:1]([O:3][C:4]1[C:13]([O:14][CH3:15])=[CH:12][C:11]2[C:10]([C:16]3[CH:24]=[CH:23][C:19]([C:20](O)=[O:21])=[CH:18][CH:17]=3)=[N:9][C@@H:8]3[CH2:25][CH2:26][S:27][CH2:28][C@@H:7]3[C:6]=2[CH:5]=1)[CH3:2].[CH2:29]([C:31]1[N:35]=[C:34]([CH2:36][N:37]2[C:42]3[CH:43]=[C:44]([C:46]4[CH:51]=[CH:50][CH:49]=[CH:48][CH:47]=4)[S:45][C:41]=3[C:40](=[O:52])[N:39]([CH:53]3[CH2:58][CH2:57][NH:56][CH2:55][CH2:54]3)[C:38]2=[O:59])[O:33][N:32]=1)[CH3:30].C1C=CC2N(O)N=NC=2C=1.CCN=C=NCCCN(C)C. (3) Given the product [C:1]([C:3]1[CH:7]=[C:6]([C:8]2[CH:9]=[CH:10][C:11]([CH2:14][NH:15][C:29]([NH2:26])=[O:31])=[CH:12][CH:13]=2)[N:5]([C:16]2[CH:17]=[CH:18][C:19]([O:22][CH3:23])=[CH:20][CH:21]=2)[N:4]=1)#[N:2], predict the reactants needed to synthesize it. The reactants are: [C:1]([C:3]1[CH:7]=[C:6]([C:8]2[CH:13]=[CH:12][C:11]([CH2:14][NH2:15])=[CH:10][CH:9]=2)[N:5]([C:16]2[CH:21]=[CH:20][C:19]([O:22][CH3:23])=[CH:18][CH:17]=2)[N:4]=1)#[N:2].CC[N:26]([CH2:29]C)CC.[OH2:31].C(Cl)(Cl)Cl. (4) Given the product [CH3:12][NH:11][C:4]1[N:3]=[C:2]([N:21]2[CH2:20][CH2:19][CH:18]([O:17][C:16]3[CH:24]=[CH:25][CH:26]=[CH:27][C:15]=3[C:14]([F:13])([F:28])[F:29])[CH2:23][CH2:22]2)[N:10]=[C:9]2[C:5]=1[N:6]=[CH:7][NH:8]2, predict the reactants needed to synthesize it. The reactants are: Cl[C:2]1[N:10]=[C:9]2[C:5]([NH:6][CH:7]=[N:8]2)=[C:4]([NH:11][CH3:12])[N:3]=1.[F:13][C:14]([F:29])([F:28])[C:15]1[CH:27]=[CH:26][CH:25]=[CH:24][C:16]=1[O:17][CH:18]1[CH2:23][CH2:22][NH:21][CH2:20][CH2:19]1.C(N(CC)CC)C. (5) Given the product [Cl:10][C:11]1[CH:12]=[CH:13][C:14]2[N:15]([N:17]=[C:18]([C:30]3[CH:35]=[CH:34][CH:33]=[CH:32][CH:31]=3)[C:19]=2[CH2:20][C:21]2[N:26]=[C:25]([C:27]#[N:29])[CH:24]=[CH:23][CH:22]=2)[CH:16]=1, predict the reactants needed to synthesize it. The reactants are: S(Cl)(Cl)=O.CN(C)C=O.[Cl:10][C:11]1[CH:12]=[CH:13][C:14]2[N:15]([N:17]=[C:18]([C:30]3[CH:35]=[CH:34][CH:33]=[CH:32][CH:31]=3)[C:19]=2[CH2:20][C:21]2[N:26]=[C:25]([C:27]([NH2:29])=O)[CH:24]=[CH:23][CH:22]=2)[CH:16]=1.C(=O)(O)[O-].[Na+].